From a dataset of Forward reaction prediction with 1.9M reactions from USPTO patents (1976-2016). Predict the product of the given reaction. (1) The product is: [Cl:9][C:3]1[N:4]=[CH:5][N:6]=[C:7]([NH:25][CH2:17][CH2:18][C:19]2[CH:24]=[CH:23][CH:22]=[CH:21][CH:20]=2)[C:2]=1[NH2:1]. Given the reactants [NH2:1][C:2]1[C:3]([Cl:9])=[N:4][CH:5]=[N:6][C:7]=1Cl.CCN(CC)CC.[CH2:17]([NH2:25])[CH2:18][C:19]1[CH:24]=[CH:23][CH:22]=[CH:21][CH:20]=1, predict the reaction product. (2) Given the reactants [C:1]([C:3]1[C:4]([N:11]([CH3:15])[C:12](=[O:14])[CH3:13])=[N:5][C:6]([S:9][CH3:10])=[N:7][CH:8]=1)#[N:2].C[Si]([N-][Si](C)(C)C)(C)C.[Li+], predict the reaction product. The product is: [NH2:2][C:1]1[C:3]2[CH:8]=[N:7][C:6]([S:9][CH3:10])=[N:5][C:4]=2[N:11]([CH3:15])[C:12](=[O:14])[CH:13]=1. (3) Given the reactants [N:1]([C:4]1[CH:11]=[CH:10][C:7]([C:8]#[N:9])=[CH:6][CH:5]=1)=[C:2]=[O:3].[NH2:12][C@@H:13]1[CH2:18][CH2:17][N:16]([C:19]([O:21][C:22]([CH3:25])([CH3:24])[CH3:23])=[O:20])[C@@H:15]([C:26]([O:28][CH3:29])=[O:27])[CH2:14]1.CCN(CC)CC.N, predict the reaction product. The product is: [C:8]([C:7]1[CH:10]=[CH:11][C:4]([NH:1][C:2](=[O:3])[NH:12][C@@H:13]2[CH2:18][CH2:17][N:16]([C:19]([O:21][C:22]([CH3:23])([CH3:24])[CH3:25])=[O:20])[C@@H:15]([C:26]([O:28][CH3:29])=[O:27])[CH2:14]2)=[CH:5][CH:6]=1)#[N:9].